This data is from Full USPTO retrosynthesis dataset with 1.9M reactions from patents (1976-2016). The task is: Predict the reactants needed to synthesize the given product. (1) The reactants are: [Si]([O:8][CH2:9][C:10]1[N:15]=[CH:14][C:13]2[N:16]=[CH:17][N:18]([C:19]3[S:23][C:22]([C:24]([NH2:26])=[O:25])=[C:21]([O:27][CH2:28][C:29]4[CH:34]=[C:33]([O:35][CH2:36][CH3:37])[CH:32]=[CH:31][C:30]=4[O:38][CH2:39][CH3:40])[CH:20]=3)[C:12]=2[CH:11]=1)(C(C)(C)C)(C)C.[F-].C([N+](CCCC)(CCCC)CCCC)CCC. Given the product [CH2:39]([O:38][C:30]1[CH:31]=[CH:32][C:33]([O:35][CH2:36][CH3:37])=[CH:34][C:29]=1[CH2:28][O:27][C:21]1[CH:20]=[C:19]([N:18]2[C:12]3[CH:11]=[C:10]([CH2:9][OH:8])[N:15]=[CH:14][C:13]=3[N:16]=[CH:17]2)[S:23][C:22]=1[C:24]([NH2:26])=[O:25])[CH3:40], predict the reactants needed to synthesize it. (2) Given the product [Cl:14][C:15]1[N:16]=[C:17]([N:4]2[CH2:5][CH2:6][N:1]([C:7]([O:9][C:10]([CH3:13])([CH3:12])[CH3:11])=[O:8])[CH2:2][CH2:3]2)[CH:18]=[N:19][CH:20]=1, predict the reactants needed to synthesize it. The reactants are: [N:1]1([C:7]([O:9][C:10]([CH3:13])([CH3:12])[CH3:11])=[O:8])[CH2:6][CH2:5][NH:4][CH2:3][CH2:2]1.[Cl:14][C:15]1[CH:20]=[N:19][CH:18]=[C:17](Cl)[N:16]=1.CCN(C(C)C)C(C)C. (3) Given the product [Br:1][C:2]1[CH:3]=[C:4]2[C:8](=[CH:9][CH:10]=1)[NH:7][C:6](=[O:11])[C:5]2([C:17]1[CH:18]=[CH:19][C:14]([F:13])=[CH:15][CH:16]=1)[OH:12], predict the reactants needed to synthesize it. The reactants are: [Br:1][C:2]1[CH:3]=[C:4]2[C:8](=[CH:9][CH:10]=1)[NH:7][C:6](=[O:11])[C:5]2=[O:12].[F:13][C:14]1[CH:19]=[CH:18][C:17]([Mg]Br)=[CH:16][CH:15]=1. (4) Given the product [CH2:9]([CH:11]([CH2:17][CH3:18])[C:12](=[O:13])[CH2:7][C:6]#[N:8])[CH3:10], predict the reactants needed to synthesize it. The reactants are: C([Li])CCC.[C:6](#[N:8])[CH3:7].[CH2:9]([CH:11]([CH2:17][CH3:18])[C:12](OCC)=[O:13])[CH3:10].Cl. (5) Given the product [CH3:19][O:20][CH2:21][CH2:22][N:23]([CH3:31])[C:24]1[N:25]=[CH:26][C:27]([NH:30][C:13]([C:11]2[N:12]=[C:8]([C:3]3[CH:4]=[CH:5][CH:6]=[CH:7][C:2]=3[Br:1])[O:9][C:10]=2[CH2:16][CH2:17][CH3:18])=[O:15])=[CH:28][CH:29]=1, predict the reactants needed to synthesize it. The reactants are: [Br:1][C:2]1[CH:7]=[CH:6][CH:5]=[CH:4][C:3]=1[C:8]1[O:9][C:10]([CH2:16][CH2:17][CH3:18])=[C:11]([C:13]([OH:15])=O)[N:12]=1.[CH3:19][O:20][CH2:21][CH2:22][N:23]([CH3:31])[C:24]1[CH:29]=[CH:28][C:27]([NH2:30])=[CH:26][N:25]=1. (6) The reactants are: [CH3:1][S:2]([O:5][C:6]1[CH:11]=[CH:10][C:9]([C:12]2([C:20]3[CH:21]=[N:22][CH:23]=[C:24](Br)[CH:25]=3)[C:16](=[O:17])[N:15]([CH3:18])[C:14]([NH2:19])=[N:13]2)=[CH:8][CH:7]=1)(=[O:4])=[O:3].[F:27][C:28]1[CH:33]=[CH:32][C:31]([O:34][CH3:35])=[CH:30][C:29]=1B(O)O.C(=O)([O-])[O-].[K+].[K+]. Given the product [CH3:1][S:2]([O:5][C:6]1[CH:11]=[CH:10][C:9]([C:12]2([C:20]3[CH:21]=[N:22][CH:23]=[C:24]([C:29]4[CH:30]=[C:31]([O:34][CH3:35])[CH:32]=[CH:33][C:28]=4[F:27])[CH:25]=3)[C:16](=[O:17])[N:15]([CH3:18])[C:14]([NH2:19])=[N:13]2)=[CH:8][CH:7]=1)(=[O:4])=[O:3], predict the reactants needed to synthesize it. (7) Given the product [Br:1][C:2]1[CH:7]=[C:6]([C:8]2[N:19]=[N:18][N:17]([CH2:16][C:15]3[CH:20]=[CH:21][C:12]([O:11][CH3:10])=[CH:13][CH:14]=3)[CH:9]=2)[CH:5]=[CH:4][N:3]=1, predict the reactants needed to synthesize it. The reactants are: [Br:1][C:2]1[CH:7]=[C:6]([C:8]#[CH:9])[CH:5]=[CH:4][N:3]=1.[CH3:10][O:11][C:12]1[CH:21]=[CH:20][C:15]([CH2:16][N:17]=[N+:18]=[N-:19])=[CH:14][CH:13]=1.O=C1O[C@H]([C@H](CO)O)C([O-])=C1O.[Na+].O.